From a dataset of Reaction yield outcomes from USPTO patents with 853,638 reactions. Predict the reaction yield, written as a fraction of the theoretical maximum amount of product (1.0 means a 100% yield; for example, 0.34 means a 34% yield). The reactants are [CH3:1][O:2][C:3]1[CH:9]=[CH:8][C:6]([NH2:7])=[CH:5][CH:4]=1.[N:10]1[CH:15]=[CH:14][C:13]([CH:16]=O)=[CH:12][CH:11]=1.C(=O)([O-])[O-].[K+].[K+].S([CH2:34][N+:35]#[C-:36])(C1C=CC(C)=CC=1)(=O)=O. The catalyst is C1(C)C=CC=CC=1.CO.COCCOC. The product is [CH3:1][O:2][C:3]1[CH:9]=[CH:8][C:6]([N:7]2[C:16]([C:13]3[CH:14]=[CH:15][N:10]=[CH:11][CH:12]=3)=[CH:36][N:35]=[CH:34]2)=[CH:5][CH:4]=1. The yield is 0.560.